The task is: Regression. Given two drug SMILES strings and cell line genomic features, predict the synergy score measuring deviation from expected non-interaction effect.. This data is from NCI-60 drug combinations with 297,098 pairs across 59 cell lines. (1) Drug 1: C1=NC2=C(N=C(N=C2N1C3C(C(C(O3)CO)O)O)F)N. Drug 2: CC(C)CN1C=NC2=C1C3=CC=CC=C3N=C2N. Cell line: SK-MEL-28. Synergy scores: CSS=8.73, Synergy_ZIP=-0.0228, Synergy_Bliss=3.58, Synergy_Loewe=-0.267, Synergy_HSA=0.906. (2) Drug 1: CCC(=C(C1=CC=CC=C1)C2=CC=C(C=C2)OCCN(C)C)C3=CC=CC=C3.C(C(=O)O)C(CC(=O)O)(C(=O)O)O. Drug 2: CCN(CC)CCCC(C)NC1=C2C=C(C=CC2=NC3=C1C=CC(=C3)Cl)OC. Cell line: TK-10. Synergy scores: CSS=10.1, Synergy_ZIP=-1.39, Synergy_Bliss=3.00, Synergy_Loewe=-0.0663, Synergy_HSA=1.10. (3) Drug 1: CC1C(C(=O)NC(C(=O)N2CCCC2C(=O)N(CC(=O)N(C(C(=O)O1)C(C)C)C)C)C(C)C)NC(=O)C3=C4C(=C(C=C3)C)OC5=C(C(=O)C(=C(C5=N4)C(=O)NC6C(OC(=O)C(N(C(=O)CN(C(=O)C7CCCN7C(=O)C(NC6=O)C(C)C)C)C)C(C)C)C)N)C. Drug 2: CC1=C(N=C(N=C1N)C(CC(=O)N)NCC(C(=O)N)N)C(=O)NC(C(C2=CN=CN2)OC3C(C(C(C(O3)CO)O)O)OC4C(C(C(C(O4)CO)O)OC(=O)N)O)C(=O)NC(C)C(C(C)C(=O)NC(C(C)O)C(=O)NCCC5=NC(=CS5)C6=NC(=CS6)C(=O)NCCC[S+](C)C)O. Cell line: A549. Synergy scores: CSS=24.9, Synergy_ZIP=4.32, Synergy_Bliss=4.37, Synergy_Loewe=-1.21, Synergy_HSA=4.64. (4) Drug 1: C1=NC2=C(N=C(N=C2N1C3C(C(C(O3)CO)O)O)F)N. Drug 2: CC1CCCC2(C(O2)CC(NC(=O)CC(C(C(=O)C(C1O)C)(C)C)O)C(=CC3=CSC(=N3)C)C)C. Cell line: DU-145. Synergy scores: CSS=38.5, Synergy_ZIP=-2.23, Synergy_Bliss=-5.33, Synergy_Loewe=-20.5, Synergy_HSA=-5.02. (5) Drug 1: CC1=CC=C(C=C1)C2=CC(=NN2C3=CC=C(C=C3)S(=O)(=O)N)C(F)(F)F. Drug 2: CNC(=O)C1=NC=CC(=C1)OC2=CC=C(C=C2)NC(=O)NC3=CC(=C(C=C3)Cl)C(F)(F)F. Cell line: COLO 205. Synergy scores: CSS=-4.19, Synergy_ZIP=3.03, Synergy_Bliss=2.29, Synergy_Loewe=-3.29, Synergy_HSA=-3.52.